This data is from Forward reaction prediction with 1.9M reactions from USPTO patents (1976-2016). The task is: Predict the product of the given reaction. (1) Given the reactants Br[C:2]1[CH:3]=[C:4]([CH:10]=[CH:11][C:12]=1[C:13]#[N:14])[C:5]([O:7][CH2:8][CH3:9])=[O:6].Br[C:16]1[CH:17]=[C:18]([CH:21]=[CH:22][C:23]=1F)[CH:19]=O.CO[C:27]1[CH:32]=[CH:31]C=[CH:29][C:28]=1B(O)O, predict the reaction product. The product is: [C:13]([C:12]1[CH:11]=[CH:10][C:4]([C:5]([O:7][CH2:8][CH3:9])=[O:6])=[CH:3][C:2]=1[C:23]1[C:16]2[C:17]3[C:18]([CH2:19][CH2:31][C:32]=3[CH:27]=[CH:28][CH:29]=2)=[CH:21][CH:22]=1)#[N:14]. (2) Given the reactants [OH:1][C:2]1[CH:11]=[CH:10][C:5]([C:6]([O:8][CH3:9])=[O:7])=[CH:4][CH:3]=1.[H-].[Na+].Cl[C:15]1[CH:20]=[C:19]([N:21]([CH2:30][O:31][CH2:32][CH2:33][Si:34]([CH3:37])([CH3:36])[CH3:35])[CH2:22][O:23][CH2:24][CH2:25][Si:26]([CH3:29])([CH3:28])[CH3:27])[N:18]2[N:38]=[CH:39][CH:40]=[C:17]2[N:16]=1.[NH4+].[Cl-], predict the reaction product. The product is: [CH3:35][Si:34]([CH3:37])([CH3:36])[CH2:33][CH2:32][O:31][CH2:30][N:21]([CH2:22][O:23][CH2:24][CH2:25][Si:26]([CH3:29])([CH3:28])[CH3:27])[C:19]1[N:18]2[N:38]=[CH:39][CH:40]=[C:17]2[N:16]=[C:15]([O:1][C:2]2[CH:3]=[CH:4][C:5]([C:6]([O:8][CH3:9])=[O:7])=[CH:10][CH:11]=2)[CH:20]=1. (3) The product is: [C:69]([C:68]1[CH:71]=[CH:72][C:65]([NH:64][C:30]([CH:20]2[NH:19][CH:18]([CH2:33][C:34]([CH3:37])([CH3:36])[CH3:35])[C:17]3([C:12]4[C:11](=[C:10]([F:39])[C:9]([Cl:8])=[CH:14][CH:13]=4)[NH:15][C:16]3=[O:38])[CH:21]2[C:22]2[CH:27]=[CH:26][CH:25]=[C:24]([Cl:28])[C:23]=2[F:29])=[O:31])=[C:66]([O:73][CH3:74])[CH:67]=1)#[N:70]. Given the reactants FC(F)(F)C(O)=O.[Cl:8][C:9]1[CH:14]=[C:13]2[NH:15][C:16](=[O:38])[C:17]3([CH:21]([C:22]4[CH:27]=[CH:26][CH:25]=[C:24]([Cl:28])[C:23]=4[F:29])[CH:20]([C:30](O)=[O:31])[NH:19][CH:18]3[CH2:33][C:34]([CH3:37])([CH3:36])[CH3:35])[C:12]2=[CH:11][C:10]=1[F:39].C(N(C(C)C)CC)(C)C.C1(P(Cl)(C2C=CC=CC=2)=O)C=CC=CC=1.[NH2:64][C:65]1[CH:72]=[CH:71][C:68]([C:69]#[N:70])=[CH:67][C:66]=1[O:73][CH3:74], predict the reaction product. (4) Given the reactants [NH2:1][C@H:2]1[CH2:7][CH2:6][C@H:5]([NH:8][C:9]([CH3:16])([CH3:15])[C:10](OCC)=[O:11])[CH2:4][CH2:3]1.[H-].[Al+3].[Li+].[H-].[H-].[H-].O.O.O.O.O.O.O.O.O.O.S([O-])([O-])(=O)=O.[Na+].[Na+], predict the reaction product. The product is: [NH2:1][C@H:2]1[CH2:3][CH2:4][C@H:5]([NH:8][C:9]([CH3:16])([CH3:15])[CH2:10][OH:11])[CH2:6][CH2:7]1. (5) Given the reactants [C:1](O)(=[O:11])[C:2]1[C:3](=[CH:7][CH:8]=[CH:9][CH:10]=1)[C:4](O)=[O:5].[H-].[H-].[H-].[H-].[Li+].[Al+3].O.[OH-].[Na+], predict the reaction product. The product is: [C:2]1([CH2:1][OH:11])[CH:10]=[CH:9][CH:8]=[CH:7][C:3]=1[CH2:4][OH:5]. (6) Given the reactants C([O:3][C:4](=O)[C:5]1[CH:10]=[CH:9][CH:8]=[C:7]([O:11][C:12]2[CH:17]=[CH:16][CH:15]=[CH:14][CH:13]=2)[C:6]=1[CH2:18][N:19]([CH2:30][C:31]([O:33][CH3:34])=[O:32])S(C1C=CC(C)=CC=1)(=O)=O)C.C[O-].[Na+], predict the reaction product. The product is: [CH3:34][O:33][C:31]([C:30]1[N:19]=[CH:18][C:6]2[C:5]([C:4]=1[OH:3])=[CH:10][CH:9]=[CH:8][C:7]=2[O:11][C:12]1[CH:17]=[CH:16][CH:15]=[CH:14][CH:13]=1)=[O:32]. (7) The product is: [CH3:41][C:36]1[CH:35]=[C:34]([C:30]2[CH:29]=[C:28]([C:26]3[CH2:25][C:24](=[O:42])[NH:23][C:9]4[CH:10]=[C:11]([C:19]([F:21])([F:22])[F:20])[C:12]([N:14]([CH:16]([CH3:18])[CH3:17])[CH3:15])=[CH:13][C:8]=4[N:7]=3)[CH:33]=[CH:32][CH:31]=2)[CH:39]=[C:38]([CH3:40])[N:37]=1. Given the reactants C(OC(=O)[NH:7][C:8]1[CH:13]=[C:12]([N:14]([CH:16]([CH3:18])[CH3:17])[CH3:15])[C:11]([C:19]([F:22])([F:21])[F:20])=[CH:10][C:9]=1[NH:23][C:24](=[O:42])[CH2:25][C:26]([C:28]1[CH:33]=[CH:32][CH:31]=[C:30]([C:34]2[CH:39]=[C:38]([CH3:40])[N:37]=[C:36]([CH3:41])[CH:35]=2)[CH:29]=1)=O)(C)(C)C.C(O)(C(F)(F)F)=O, predict the reaction product. (8) Given the reactants [CH:1]([CH:3]=[CH2:4])=[O:2].[F:5][C:6]1[CH:11]=[CH:10][C:9]([C:12]2[C:20]3[C:15](=[CH:16][CH:17]=[CH:18][CH:19]=3)[N:14]([CH:21]([CH3:23])[CH3:22])[CH:13]=2)=[CH:8][CH:7]=1.P(Cl)(Cl)(Cl)=O.O, predict the reaction product. The product is: [F:5][C:6]1[CH:11]=[CH:10][C:9]([C:12]2[C:20]3[C:15](=[CH:16][CH:17]=[CH:18][CH:19]=3)[N:14]([CH:21]([CH3:23])[CH3:22])[C:13]=2[CH:4]=[CH:3][CH:1]=[O:2])=[CH:8][CH:7]=1.